From a dataset of HIV replication inhibition screening data with 41,000+ compounds from the AIDS Antiviral Screen. Binary Classification. Given a drug SMILES string, predict its activity (active/inactive) in a high-throughput screening assay against a specified biological target. (1) The molecule is S=C1C(=Nc2ccccc2)N(c2ccccc2)C(=Nc2cccc[n+]2Cc2ccccc2)N1c1ccccc1.[Br-]. The result is 0 (inactive). (2) The compound is C1=NN2C(=NC3=C(Cc4ccccc43)C2c2ccccc2)N1. The result is 0 (inactive). (3) The result is 0 (inactive). The molecule is Cc1noc(NS(=O)(=O)c2ccc(NC(=S)NC=C(C(=O)c3ccccc3)C(=O)c3ccccc3)cc2)c1C. (4) The molecule is COc1cc2c(o1)C(=O)N1CCc3c([nH]c4ccccc34)C21. The result is 0 (inactive). (5) The compound is CCOC(=O)C=Cc1ccccc1OC. The result is 0 (inactive). (6) The drug is S=c1sc2cscc2s1. The result is 0 (inactive). (7) The molecule is N#CC(=Cc1ccc(O)c(O)c1)C(=S)NCc1ccccc1. The result is 0 (inactive).